Dataset: HIV replication inhibition screening data with 41,000+ compounds from the AIDS Antiviral Screen. Task: Binary Classification. Given a drug SMILES string, predict its activity (active/inactive) in a high-throughput screening assay against a specified biological target. (1) The drug is Cn1cc(NC(=O)Nc2cc(C(=O)Nc3cc(C(=O)Nc4cc(S(=O)(=O)O)c5cc(S(=O)(=O)O)cc(S(=O)(=O)O)c5c4)n(C)c3)n(C)c2)cc1C(=O)Nc1cc(C(=O)Nc2cc(S(=O)(=O)O)c3cc(S(=O)(=O)O)cc(S(=O)(=O)O)c3c2)n(C)c1.[Na+]. The result is 1 (active). (2) The compound is COc1cc(C=C(C#N)C(=O)c2ccccc2)cc(OC)c1OC. The result is 0 (inactive).